From a dataset of Full USPTO retrosynthesis dataset with 1.9M reactions from patents (1976-2016). Predict the reactants needed to synthesize the given product. (1) Given the product [CH2:1]([C:3]1[CH:4]=[N:5][C:6]([N:9]2[CH2:10][CH2:11][CH:12]([N:15]3[CH2:20][CH2:19][CH2:18][C@H:17]([NH:21][CH3:22])[C:16]3=[O:33])[CH2:13][CH2:14]2)=[N:7][CH:8]=1)[CH3:2], predict the reactants needed to synthesize it. The reactants are: [CH2:1]([C:3]1[CH:4]=[N:5][C:6]([N:9]2[CH2:14][CH2:13][CH:12]([N:15]3[CH2:20][CH2:19][CH2:18][C@H:17]([N:21](C)[C:22](=O)OCC4C=CC=CC=4)[C:16]3=[O:33])[CH2:11][CH2:10]2)=[N:7][CH:8]=1)[CH3:2]. (2) Given the product [Cl:1][C:2]1[CH:6]=[C:5]([C:7]([NH:8][C:9]2[C:10]([C:11]([NH:29][CH3:28])=[O:13])=[CH:14][C:15]([C:19]#[N:20])=[CH:16][C:17]=2[CH3:18])=[O:12])[N:4]([C:21]2[C:26]([Cl:27])=[CH:25][CH:24]=[CH:23][N:22]=2)[N:3]=1, predict the reactants needed to synthesize it. The reactants are: [Cl:1][C:2]1[CH:6]=[C:5]([C:7]2[O:12][C:11](=[O:13])[C:10]3[CH:14]=[C:15]([C:19]#[N:20])[CH:16]=[C:17]([CH3:18])[C:9]=3[N:8]=2)[N:4]([C:21]2[C:26]([Cl:27])=[CH:25][CH:24]=[CH:23][N:22]=2)[N:3]=1.[C:28](C1C2C=CC=CC=2ONC1=O)#[N:29].CN. (3) Given the product [C:1]([O:5][C:6]([N:8]1[CH2:12][C@@H:11]([CH2:13][OH:14])[CH2:10][C@H:9]1[C:16]([O:18][C:19]([CH3:22])([CH3:21])[CH3:20])=[O:17])=[O:7])([CH3:3])([CH3:4])[CH3:2], predict the reactants needed to synthesize it. The reactants are: [C:1]([O:5][C:6]([N:8]1[CH2:12][CH:11]([C:13](O)=[O:14])[CH2:10][CH:9]1[C:16]([O:18][C:19]([CH3:22])([CH3:21])[CH3:20])=[O:17])=[O:7])([CH3:4])([CH3:3])[CH3:2].B.O1CCCC1.